Dataset: Full USPTO retrosynthesis dataset with 1.9M reactions from patents (1976-2016). Task: Predict the reactants needed to synthesize the given product. Given the product [CH3:13][C:10]1[N:9]=[C:8]([C:5]2[N:4]=[N:3][C:2]([N:14]3[CH2:19][CH2:18][C:17]4([C:23]5[CH:24]=[CH:25][CH:26]=[CH:27][C:22]=5[C:21](=[O:28])[O:20]4)[CH2:16][CH2:15]3)=[CH:7][CH:6]=2)[O:12][N:11]=1, predict the reactants needed to synthesize it. The reactants are: Cl[C:2]1[N:3]=[N:4][C:5]([C:8]2[O:12][N:11]=[C:10]([CH3:13])[N:9]=2)=[CH:6][CH:7]=1.[NH:14]1[CH2:19][CH2:18][C:17]2([C:23]3[CH:24]=[CH:25][CH:26]=[CH:27][C:22]=3[C:21](=[O:28])[O:20]2)[CH2:16][CH2:15]1.C(=O)([O-])[O-].[K+].[K+].